From a dataset of Catalyst prediction with 721,799 reactions and 888 catalyst types from USPTO. Predict which catalyst facilitates the given reaction. Reactant: [CH2:1]([O:8][CH:9]1[CH2:14][CH2:13][C:12]([N:17]([CH3:19])[CH3:18])([C:15]#N)[CH2:11][CH2:10]1)[C:2]1[CH:7]=[CH:6][CH:5]=[CH:4][CH:3]=1.[C:20]1([Mg]Cl)[CH:25]=[CH:24]C=[CH:22][CH:21]=1.[Cl-].[NH4+]. Product: [CH2:1]([O:8][CH:9]1[CH2:14][CH2:13][C:12]([N:17]([CH3:19])[CH3:18])([C:15]2[CH:24]=[CH:25][CH:20]=[CH:21][CH:22]=2)[CH2:11][CH2:10]1)[C:2]1[CH:7]=[CH:6][CH:5]=[CH:4][CH:3]=1. The catalyst class is: 7.